Dataset: Catalyst prediction with 721,799 reactions and 888 catalyst types from USPTO. Task: Predict which catalyst facilitates the given reaction. (1) Reactant: Cl.Cl.[CH3:3][C:4]1[CH:9]=[CH:8][C:7]([S:10]([O:13][CH2:14][C@@H:15]2[O:20][C:19]3[C:21]([NH2:26])=[C:22]([NH2:25])[CH:23]=[CH:24][C:18]=3[O:17][CH2:16]2)(=[O:12])=[O:11])=[CH:6][CH:5]=1.[C:27](C1NC=CN=1)(C1NC=CN=1)=[O:28].C(N(C(C)C)CC)(C)C. Product: [CH3:3][C:4]1[CH:9]=[CH:8][C:7]([S:10]([O:13][CH2:14][CH:15]2[O:20][C:19]3[C:21]4[NH:26][C:27](=[O:28])[NH:25][C:22]=4[CH:23]=[CH:24][C:18]=3[O:17][CH2:16]2)(=[O:12])=[O:11])=[CH:6][CH:5]=1. The catalyst class is: 2. (2) Reactant: [CH3:1][C:2]1[C:6]([C:7]2[CH:12]=[CH:11][CH:10]=[CH:9][CH:8]=2)=[C:5]([NH2:13])[NH:4][N:3]=1.O=[C:15]([C:21]1[CH:26]=[CH:25][CH:24]=[CH:23][CH:22]=1)[CH2:16][C:17](OC)=[O:18]. Product: [CH3:1][C:2]1[C:6]([C:7]2[CH:12]=[CH:11][CH:10]=[CH:9][CH:8]=2)=[C:5]2[NH:13][C:15]([C:21]3[CH:26]=[CH:25][CH:24]=[CH:23][CH:22]=3)=[CH:16][C:17](=[O:18])[N:4]2[N:3]=1. The catalyst class is: 52. (3) Reactant: [OH:1][NH:2][C:3](=[NH:21])[C:4]1[CH:13]=[CH:12][CH:11]=[C:10]2[C:5]=1[CH2:6][CH2:7][N:8]([C:14]([O:16][C:17]([CH3:20])([CH3:19])[CH3:18])=[O:15])[CH2:9]2.[H-].[Na+].[Cl:24][C:25]1[CH:26]=[C:27]([CH:32]=[CH:33][C:34]=1[O:35][CH:36]([CH3:38])[CH3:37])[C:28](OC)=O. Product: [Cl:24][C:25]1[CH:26]=[C:27]([C:28]2[O:1][N:2]=[C:3]([C:4]3[CH:13]=[CH:12][CH:11]=[C:10]4[C:5]=3[CH2:6][CH2:7][N:8]([C:14]([O:16][C:17]([CH3:18])([CH3:20])[CH3:19])=[O:15])[CH2:9]4)[N:21]=2)[CH:32]=[CH:33][C:34]=1[O:35][CH:36]([CH3:37])[CH3:38]. The catalyst class is: 7. (4) Reactant: [CH3:1][O:2][C:3]1[CH:4]=[C:5]([CH2:11][CH:12]([NH:16][CH:17]=O)[CH2:13][CH2:14][CH3:15])[CH:6]=[CH:7][C:8]=1[O:9][CH3:10].O=P(Cl)(Cl)Cl.[OH-].[NH4+].O. Product: [CH3:1][O:2][C:3]1[CH:4]=[C:5]2[C:6](=[CH:7][C:8]=1[O:9][CH3:10])[CH:17]=[N:16][CH:12]([CH2:13][CH2:14][CH3:15])[CH2:11]2. The catalyst class is: 10.